Dataset: Reaction yield outcomes from USPTO patents with 853,638 reactions. Task: Predict the reaction yield, written as a fraction of the theoretical maximum amount of product (1.0 means a 100% yield; for example, 0.34 means a 34% yield). (1) The reactants are [Br:1][C:2]1[CH:7]=[CH:6][C:5](/[CH:8]=[C:9](\[CH2:15][C:16]#[N:17])/[C:10]([O:12][CH2:13][CH3:14])=[O:11])=[C:4]([N+:18]([O-])=O)[CH:3]=1.C([O-])(O)=O.[Na+].CCOC(C)=O. The catalyst is CC(O)=O.O.[Fe]. The product is [NH2:17][C:16]1[CH2:15][C:9]([C:10]([O:12][CH2:13][CH3:14])=[O:11])=[CH:8][C:5]2[CH:6]=[CH:7][C:2]([Br:1])=[CH:3][C:4]=2[N:18]=1. The yield is 0.910. (2) The catalyst is CO.O. The product is [CH3:18][O:10][C:9](=[O:11])[CH:8]([C:5]1[CH:4]=[CH:3][C:2]([Cl:1])=[CH:7][CH:6]=1)[OH:12]. The reactants are [Cl:1][C:2]1[CH:7]=[CH:6][C:5]([CH:8]([OH:12])[C:9]([OH:11])=[O:10])=[CH:4][CH:3]=1.S(=O)(=O)(O)O.[C:18](=O)([O-])[O-].[Na+].[Na+].C(OCC)C.CCCCCC. The yield is 0.840. (3) The reactants are FC1C=C(C=CC=1)COC1C=CC(N)=CC=1.[F:17][C:18]1[CH:34]=[CH:33][C:21]([CH2:22][O:23][C:24]2[CH:29]=[CH:28][C:27]([N+:30]([O-])=O)=[CH:26][CH:25]=2)=[CH:20][CH:19]=1. No catalyst specified. The product is [F:17][C:18]1[CH:34]=[CH:33][C:21]([CH2:22][O:23][C:24]2[CH:29]=[CH:28][C:27]([NH2:30])=[CH:26][CH:25]=2)=[CH:20][CH:19]=1. The yield is 1.00. (4) The reactants are Br[C:2]1[CH:12]=[CH:11][C:5]2[N:6]([CH3:10])[CH2:7][CH2:8][O:9][C:4]=2[CH:3]=1.C([Li])CCC.[CH3:18][O:19][C:20]1[CH:21]=[C:22]([CH:26]=[C:27]([O:29][CH3:30])[CH:28]=1)[C:23](Cl)=[O:24]. The catalyst is C1COCC1. The product is [CH3:30][O:29][C:27]1[CH:26]=[C:22]([C:23]([C:2]2[CH:12]=[CH:11][C:5]3[N:6]([CH3:10])[CH2:7][CH2:8][O:9][C:4]=3[CH:3]=2)=[O:24])[CH:21]=[C:20]([O:19][CH3:18])[CH:28]=1. The yield is 0.300. (5) The reactants are [Cl:1][C:2]1[CH:9]=[C:8]([S:10]([N:13]2[CH:17]=[C:16]([CH:18]=O)[CH:15]=[C:14]2[C:20]2[CH:25]=[CH:24][CH:23]=[CH:22][CH:21]=2)(=[O:12])=[O:11])[CH:7]=[CH:6][C:3]=1[C:4]#[N:5].CO.[CH3:28][NH2:29].[BH4-].[Na+]. No catalyst specified. The product is [ClH:1].[Cl:1][C:2]1[CH:9]=[C:8]([S:10]([N:13]2[CH:17]=[C:16]([CH2:18][NH:29][CH3:28])[CH:15]=[C:14]2[C:20]2[CH:25]=[CH:24][CH:23]=[CH:22][CH:21]=2)(=[O:12])=[O:11])[CH:7]=[CH:6][C:3]=1[C:4]#[N:5]. The yield is 0.240. (6) The reactants are [Br:1][C:2]1[CH:3]=[N:4][CH:5]=[C:6]([O:8][CH2:9][CH3:10])[CH:7]=1.C1C=C(Cl)C=C(C(OO)=[O:19])C=1. The catalyst is C(Cl)Cl. The product is [Br:1][C:2]1[CH:3]=[N+:4]([O-:19])[CH:5]=[C:6]([O:8][CH2:9][CH3:10])[CH:7]=1. The yield is 0.630. (7) The reactants are N1C=CC=CC=1.[CH2:7]([N:11]1[CH:16]=[CH:15][C:14]([OH:17])=[C:13]([Cl:18])[C:12]1=[O:19])[CH2:8][CH2:9][CH3:10].[F:20][C:21]([F:34])([F:33])[S:22](O[S:22]([C:21]([F:34])([F:33])[F:20])(=[O:24])=[O:23])(=[O:24])=[O:23]. The catalyst is C(Cl)Cl. The product is [CH2:7]([N:11]1[CH:16]=[CH:15][C:14]([O:17][S:22]([C:21]([F:34])([F:33])[F:20])(=[O:24])=[O:23])=[C:13]([Cl:18])[C:12]1=[O:19])[CH2:8][CH2:9][CH3:10]. The yield is 1.00. (8) The reactants are [C:1]1([CH:7]([N:19]2[CH2:24][CH2:23][CH2:22][CH2:21][CH2:20]2)[C:8]([O:10][C@@H:11]2[CH:16]3[CH2:17][CH2:18][N:13]([CH2:14][CH2:15]3)[CH2:12]2)=[O:9])[CH:6]=[CH:5][CH:4]=[CH:3][CH:2]=1.[Cl:25][CH2:26][C:27]([NH:29][C:30]1[CH:34]=[CH:33][O:32][N:31]=1)=[O:28]. The catalyst is CCOC(C)=O.C(#N)C. The product is [Cl-:25].[O:32]1[CH:33]=[CH:34][C:30]([NH:29][C:27](=[O:28])[CH2:26][N+:13]23[CH2:18][CH2:17][CH:16]([CH2:15][CH2:14]2)[C@@H:11]([O:10][C:8](=[O:9])[CH:7]([C:1]2[CH:6]=[CH:5][CH:4]=[CH:3][CH:2]=2)[N:19]2[CH2:24][CH2:23][CH2:22][CH2:21][CH2:20]2)[CH2:12]3)=[N:31]1. The yield is 0.369.